This data is from Retrosynthesis with 50K atom-mapped reactions and 10 reaction types from USPTO. The task is: Predict the reactants needed to synthesize the given product. (1) Given the product NC(=O)C1(NC(=O)c2ccc(Br)cc2)CCCC1, predict the reactants needed to synthesize it. The reactants are: NC(=O)C1(N)CCCC1.O=C(O)c1ccc(Br)cc1. (2) Given the product COC(=O)c1ccc(F)cc1-c1cc(F)ccc1[N+](=O)[O-], predict the reactants needed to synthesize it. The reactants are: COC(=O)c1ccc(F)cc1Br.O=[N+]([O-])c1ccc(F)cc1Br. (3) Given the product O=Cc1cc(Br)ccc1N1CC=CC1, predict the reactants needed to synthesize it. The reactants are: C1=CCNC1.O=Cc1cc(Br)ccc1F. (4) Given the product CCCCNc1nc(C(F)(F)F)ccc1C=CC(=O)NCc1cc(C)c(NS(C)(=O)=O)c(F)c1, predict the reactants needed to synthesize it. The reactants are: CCCCNc1nc(C(F)(F)F)ccc1C=CC(=O)O.Cc1cc(CN)cc(F)c1NS(C)(=O)=O.